Dataset: Catalyst prediction with 721,799 reactions and 888 catalyst types from USPTO. Task: Predict which catalyst facilitates the given reaction. Reactant: [O:1]1[C:5]2[CH:6]=[CH:7][CH:8]=[CH:9][C:4]=2[N:3]=[C:2]1[C:10]1[CH:15]=[CH:14][N:13]=[C:12]([NH2:16])[CH:11]=1.[CH2:17]1[O:25][C:24]2[CH:23]=[CH:22][C:21]([N:26]=[C:27]=[O:28])=[CH:20][C:19]=2[O:18]1. Product: [O:25]1[C:24]2[CH:23]=[CH:22][C:21]([NH:26][C:27]([NH:16][C:12]3[CH:11]=[C:10]([C:2]4[O:1][C:5]5[CH:6]=[CH:7][CH:8]=[CH:9][C:4]=5[N:3]=4)[CH:15]=[CH:14][N:13]=3)=[O:28])=[CH:20][C:19]=2[O:18][CH2:17]1. The catalyst class is: 17.